This data is from Catalyst prediction with 721,799 reactions and 888 catalyst types from USPTO. The task is: Predict which catalyst facilitates the given reaction. (1) Reactant: [CH3:1][O:2][C:3]([C:5]1[NH:6][CH:7]=[CH:8][CH:9]=1)=[O:4].C(=O)([O-])[O-].[Cs+].[Cs+].[CH2:16]([O:23][C:24]1[CH:29]=[CH:28][C:27]([C:30](=[O:33])[CH2:31]Br)=[CH:26][CH:25]=1)[C:17]1[CH:22]=[CH:21][CH:20]=[CH:19][CH:18]=1. Product: [CH3:1][O:2][C:3]([C:5]1[N:6]([CH2:31][C:30]([C:27]2[CH:28]=[CH:29][C:24]([O:23][CH2:16][C:17]3[CH:22]=[CH:21][CH:20]=[CH:19][CH:18]=3)=[CH:25][CH:26]=2)=[O:33])[CH:7]=[CH:8][CH:9]=1)=[O:4]. The catalyst class is: 3. (2) Reactant: [N:1]12[CH2:8][CH2:7][CH:4]([CH2:5][CH2:6]1)[C@@H:3]([NH:9][C:10]([C:12]1[O:13][C:14]3[CH:20]=[C:19](Br)[CH:18]=[CH:17][C:15]=3[CH:16]=1)=[O:11])[CH2:2]2.C1C=CC(P(C2C(C3C(P(C4C=CC=CC=4)C4C=CC=CC=4)=CC=C4C=3C=CC=C4)=C3C(C=CC=C3)=CC=2)C2C=CC=CC=2)=CC=1.CC(C)([O-])C.[Na+].[CH:74]1([C:77]([CH3:79])=[O:78])[CH2:76][CH2:75]1. Product: [N:1]12[CH2:8][CH2:7][CH:4]([CH2:5][CH2:6]1)[C@@H:3]([NH:9][C:10]([C:12]1[O:13][C:14]3[CH:20]=[C:19]([CH2:79][C:77]([CH:74]4[CH2:76][CH2:75]4)=[O:78])[CH:18]=[CH:17][C:15]=3[CH:16]=1)=[O:11])[CH2:2]2. The catalyst class is: 12. (3) Reactant: [CH3:1][O:2][C:3]1[CH:4]=[C:5]2[C:10](=[CH:11][C:12]=1[O:13][CH3:14])[N:9]=[CH:8][CH:7]=[C:6]2[O:15][C:16]1[C:22]([CH3:23])=[CH:21][C:19]([NH2:20])=[C:18]([CH3:24])[CH:17]=1.C(N(CC)CC)C.ClC(Cl)(O[C:36](=[O:42])OC(Cl)(Cl)Cl)Cl.[CH3:44][C:45]1[N:46]=[C:47]([CH:51]([NH2:53])[CH3:52])[S:48][C:49]=1[CH3:50]. Product: [CH3:1][O:2][C:3]1[CH:4]=[C:5]2[C:10](=[CH:11][C:12]=1[O:13][CH3:14])[N:9]=[CH:8][CH:7]=[C:6]2[O:15][C:16]1[C:22]([CH3:23])=[CH:21][C:19]([NH:20][C:36]([NH:53][CH:51]([C:47]2[S:48][C:49]([CH3:50])=[C:45]([CH3:44])[N:46]=2)[CH3:52])=[O:42])=[C:18]([CH3:24])[CH:17]=1. The catalyst class is: 22. (4) Reactant: [O:1]1[CH2:6][CH2:5][N:4]([CH2:7][CH2:8][CH2:9][N:10]([CH2:26][C:27]2[CH:35]=[CH:34][C:30]([C:31]([OH:33])=O)=[CH:29][CH:28]=2)[C:11]([NH:13][C@H:14]([C:16]2[C:25]3[C:20](=[CH:21][CH:22]=[CH:23][CH:24]=3)[CH:19]=[CH:18][CH:17]=2)[CH3:15])=[O:12])[CH2:3][CH2:2]1.C1C=CC2N(O)N=NC=2C=1.C(N(C(C)C)CC)(C)C.CCN=C=NCCCN(C)C.Cl.[CH3:67][O:68][NH2:69].C(=O)(O)[O-].[Na+]. Product: [CH3:67][O:68][NH:69][C:31](=[O:33])[C:30]1[CH:29]=[CH:28][C:27]([CH2:26][N:10]([CH2:9][CH2:8][CH2:7][N:4]2[CH2:5][CH2:6][O:1][CH2:2][CH2:3]2)[C:11]([NH:13][C@H:14]([C:16]2[C:25]3[C:20](=[CH:21][CH:22]=[CH:23][CH:24]=3)[CH:19]=[CH:18][CH:17]=2)[CH3:15])=[O:12])=[CH:35][CH:34]=1. The catalyst class is: 9. (5) Reactant: [C:1]([O:5][C:6]([N:8]1[CH2:13][CH2:12][N:11]([C:14]2[N:15]([S:24]([C:27]3[CH:32]=[CH:31][CH:30]=[C:29]([Cl:33])[CH:28]=3)(=[O:26])=[O:25])[C:16]3[C:21]([CH:22]=2)=[CH:20][CH:19]=[CH:18][C:17]=3Br)[CH2:10][CH2:9]1)=[O:7])([CH3:4])([CH3:3])[CH3:2].[Cu][C:35]#[N:36]. Product: [C:1]([O:5][C:6]([N:8]1[CH2:13][CH2:12][N:11]([C:14]2[N:15]([S:24]([C:27]3[CH:32]=[CH:31][CH:30]=[C:29]([Cl:33])[CH:28]=3)(=[O:26])=[O:25])[C:16]3[C:21]([CH:22]=2)=[CH:20][CH:19]=[CH:18][C:17]=3[C:35]#[N:36])[CH2:10][CH2:9]1)=[O:7])([CH3:4])([CH3:3])[CH3:2]. The catalyst class is: 3. (6) Reactant: [CH2:1]([O:3][C:4]([C:6]1[C:10]2[CH:11]=[CH:12][C:13]([O:15]C)=[CH:14][C:9]=2[O:8][CH:7]=1)=[O:5])[CH3:2].B(Br)(Br)Br.C(=O)([O-])O.[Na+]. Product: [CH2:1]([O:3][C:4]([C:6]1[C:10]2[CH:11]=[CH:12][C:13]([OH:15])=[CH:14][C:9]=2[O:8][CH:7]=1)=[O:5])[CH3:2]. The catalyst class is: 4. (7) Reactant: O.[CH3:2][O:3][C:4]1[CH:9]=[CH:8][N:7]=[CH:6][C:5]=1B(O)O.I[C:14]1[C@@:18]2([CH3:33])[CH2:19][CH2:20][C@H:21]3[C@H:30]([C@@H:17]2[CH2:16][CH:15]=1)[CH2:29][CH:28]=[C:27]1[C@:22]3([CH3:32])[CH2:23][CH2:24][C:25](=[O:31])[NH:26]1. Product: [CH3:2][O:3][C:4]1[CH:9]=[CH:8][N:7]=[CH:6][C:5]=1[C:14]1[C@@:18]2([CH3:33])[CH2:19][CH2:20][C@H:21]3[C@H:30]([C@@H:17]2[CH2:16][CH:15]=1)[CH2:29][CH:28]=[C:27]1[C@:22]3([CH3:32])[CH2:23][CH2:24][C:25](=[O:31])[NH:26]1. The catalyst class is: 75. (8) Reactant: [CH3:1][C@H:2]([CH2:5][C@H:6]([CH3:9])[CH2:7][OH:8])[CH2:3][OH:4].[C:10](OC=C)(=[O:12])[CH3:11]. Product: [C:10]([O:4][CH2:3][C@@H:2]([CH3:1])[CH2:5][C@@H:6]([CH3:9])[CH2:7][OH:8])(=[O:12])[CH3:11]. The catalyst class is: 7. (9) Reactant: [CH3:1][C:2]([C:4]1[CH:9]=[CH:8][C:7](F)=[CH:6][CH:5]=1)=[O:3].[CH:11]1([N:15]2[CH2:20][CH2:19][CH:18]([O:21][CH:22]3[CH2:27][CH2:26][NH:25][CH2:24][CH2:23]3)[CH2:17][CH2:16]2)[CH2:14][CH2:13][CH2:12]1.C(=O)([O-])[O-].[K+].[K+]. Product: [CH:11]1([N:15]2[CH2:20][CH2:19][CH:18]([O:21][CH:22]3[CH2:27][CH2:26][N:25]([C:7]4[CH:8]=[CH:9][C:4]([C:2](=[O:3])[CH3:1])=[CH:5][CH:6]=4)[CH2:24][CH2:23]3)[CH2:17][CH2:16]2)[CH2:14][CH2:13][CH2:12]1. The catalyst class is: 16. (10) Reactant: IC.[Br:3][C:4]1[C:5]([OH:10])=[N:6][CH:7]=[CH:8][CH:9]=1.[C:11](=O)([O-])[O-].[K+].[K+].O. Product: [Br:3][C:4]1[C:5](=[O:10])[N:6]([CH3:11])[CH:7]=[CH:8][CH:9]=1. The catalyst class is: 3.